Dataset: Peptide-MHC class I binding affinity with 185,985 pairs from IEDB/IMGT. Task: Regression. Given a peptide amino acid sequence and an MHC pseudo amino acid sequence, predict their binding affinity value. This is MHC class I binding data. (1) The peptide sequence is RARRHLAAL. The MHC is BoLA-HD6 with pseudo-sequence BoLA-HD6. The binding affinity (normalized) is 1.00. (2) The peptide sequence is GALASCMGL. The MHC is HLA-B35:01 with pseudo-sequence HLA-B35:01. The binding affinity (normalized) is 0.273. (3) The peptide sequence is LTNKHCLNNY. The binding affinity (normalized) is 0.295. The MHC is HLA-A11:01 with pseudo-sequence HLA-A11:01. (4) The MHC is HLA-B46:01 with pseudo-sequence HLA-B46:01. The peptide sequence is GAPWKIWML. The binding affinity (normalized) is 0.0847. (5) The peptide sequence is HYRALSGVF. The MHC is HLA-A29:02 with pseudo-sequence HLA-A29:02. The binding affinity (normalized) is 0.00843. (6) The binding affinity (normalized) is 0.442. The MHC is HLA-A69:01 with pseudo-sequence HLA-A69:01. The peptide sequence is FVRELLTEV.